This data is from Full USPTO retrosynthesis dataset with 1.9M reactions from patents (1976-2016). The task is: Predict the reactants needed to synthesize the given product. (1) Given the product [CH3:1][O:2][C:3]1[CH:4]=[CH:5][C:6]2[C:11]3[C:12]=1[C:21](=[O:20])[C:13](=[O:15])[C:10]=3[CH:9]=[CH:8][CH:7]=2, predict the reactants needed to synthesize it. The reactants are: [CH3:1][O:2][C:3]1[CH:12]=[C:11]2[C:6]([CH:7]=[CH:8][CH:9]=[C:10]2[C:13]([OH:15])=O)=[CH:5][CH:4]=1.[Cl-].[Al+3].[Cl-].[Cl-].[O:20]1C=CC=[C:21]1C(O)=O.C1(OC)C=CC=CC=1.COC1C=CC(CCCC(OCC)=O)=CC=1.COC1C=C2C(CCC=C2C(O)=O)=CC=1.COC1C=CC2C(=CC=CC=2)C=1.C(Cl)(=O)C(Cl)=O. (2) Given the product [F:1][C:2]1[C:3]([O:11][C:12]2[CH:17]=[CH:16][C:15]([CH3:18])=[CH:14][CH:13]=2)=[C:4]([OH:27])[CH:7]=[CH:8][C:9]=1[F:10], predict the reactants needed to synthesize it. The reactants are: [F:1][C:2]1[C:3]([O:11][C:12]2[CH:17]=[CH:16][C:15]([CH3:18])=[CH:14][CH:13]=2)=[C:4]([CH:7]=[CH:8][C:9]=1[F:10])C=O.C1C=C(Cl)C=C(C(OO)=[O:27])C=1.C([O-])([O-])=O.[Na+].[Na+]. (3) The reactants are: [Br:1][C:2]1[CH:3]=[C:4]([CH:6]=[CH:7][CH:8]=1)[NH2:5].[I:9][C:10]1[CH:19]=[CH:18]C2C(=CC=CC=2)N=1. Given the product [Br:1][C:2]1[CH:3]=[C:4]2[C:6]([C:10]([I:9])=[CH:19][CH:18]=[N:5]2)=[CH:7][CH:8]=1, predict the reactants needed to synthesize it. (4) The reactants are: [Li]CCCC.N(C(C)C)C(C)C.[Cl:13][C:14]1[CH:19]=[CH:18][C:17]([O:20][C:21]([F:24])([F:23])[F:22])=[CH:16][N:15]=1.CN(C)[CH:27]=[O:28]. Given the product [Cl:13][C:14]1[CH:19]=[C:18]([CH:27]=[O:28])[C:17]([O:20][C:21]([F:22])([F:23])[F:24])=[CH:16][N:15]=1, predict the reactants needed to synthesize it. (5) The reactants are: [C:1]([C:4]([OH:6])=[O:5])([OH:3])=[O:2].O.O.[Cl:9][C:10]1[CH:11]=[C:12]([N:17]2[C:25]3[CH2:24][CH2:23][CH2:22][CH:21]([CH2:26][CH2:27][N:28]4[CH2:33][CH2:32][CH:31]([C:34]5[CH:39]=[CH:38][CH:37]=[CH:36][CH:35]=5)[CH2:30][CH2:29]4)[C:20]=3[CH:19]=[N:18]2)[CH:13]=[CH:14][C:15]=1[Cl:16]. Given the product [C:4]([OH:6])(=[O:5])[C:1]([OH:3])=[O:2].[Cl:9][C:10]1[CH:11]=[C:12]([N:17]2[C:25]3[CH2:24][CH2:23][CH2:22][CH:21]([CH2:26][CH2:27][N:28]4[CH2:29][CH2:30][CH:31]([C:34]5[CH:35]=[CH:36][CH:37]=[CH:38][CH:39]=5)[CH2:32][CH2:33]4)[C:20]=3[CH:19]=[N:18]2)[CH:13]=[CH:14][C:15]=1[Cl:16], predict the reactants needed to synthesize it. (6) Given the product [Cl:1][C:2]1[N:3]=[C:4]([N:11]2[CH2:16][CH2:15][O:14][CH2:13][CH2:12]2)[C:5]([F:9])=[C:6]([Cl:8])[N:7]=1, predict the reactants needed to synthesize it. The reactants are: [Cl:1][C:2]1[N:7]=[C:6]([Cl:8])[C:5]([F:9])=[C:4](Cl)[N:3]=1.[NH:11]1[CH2:16][CH2:15][O:14][CH2:13][CH2:12]1. (7) Given the product [Cl-:29].[O:32]=[C:31]([C:33]1[CH:38]=[CH:37][CH:36]=[CH:35][CH:34]=1)[CH2:30][N+:13]12[CH2:14][CH2:15][CH:16]([CH2:17][CH2:18]1)[C@@H:11]([O:10][C:8](=[O:9])[CH:7]([C:1]1[CH:6]=[CH:5][CH:4]=[CH:3][CH:2]=1)[NH:19][S:20]([C:23]1[CH:28]=[CH:27][CH:26]=[CH:25][CH:24]=1)(=[O:22])=[O:21])[CH2:12]2, predict the reactants needed to synthesize it. The reactants are: [C:1]1([CH:7]([NH:19][S:20]([C:23]2[CH:28]=[CH:27][CH:26]=[CH:25][CH:24]=2)(=[O:22])=[O:21])[C:8]([O:10][C@@H:11]2[CH:16]3[CH2:17][CH2:18][N:13]([CH2:14][CH2:15]3)[CH2:12]2)=[O:9])[CH:6]=[CH:5][CH:4]=[CH:3][CH:2]=1.[Cl:29][CH2:30][C:31]([C:33]1[CH:38]=[CH:37][CH:36]=[CH:35][CH:34]=1)=[O:32].